Task: Regression. Given two drug SMILES strings and cell line genomic features, predict the synergy score measuring deviation from expected non-interaction effect.. Dataset: NCI-60 drug combinations with 297,098 pairs across 59 cell lines (1) Drug 1: C#CCC(CC1=CN=C2C(=N1)C(=NC(=N2)N)N)C3=CC=C(C=C3)C(=O)NC(CCC(=O)O)C(=O)O. Drug 2: C1=NC2=C(N1)C(=S)N=CN2. Cell line: HOP-92. Synergy scores: CSS=47.4, Synergy_ZIP=-2.85, Synergy_Bliss=-3.43, Synergy_Loewe=5.44, Synergy_HSA=2.93. (2) Drug 1: CC1CCC2CC(C(=CC=CC=CC(CC(C(=O)C(C(C(=CC(C(=O)CC(OC(=O)C3CCCCN3C(=O)C(=O)C1(O2)O)C(C)CC4CCC(C(C4)OC)OCCO)C)C)O)OC)C)C)C)OC. Drug 2: C1C(C(OC1N2C=NC(=NC2=O)N)CO)O. Cell line: HOP-92. Synergy scores: CSS=6.74, Synergy_ZIP=-0.202, Synergy_Bliss=4.17, Synergy_Loewe=-0.644, Synergy_HSA=-0.128. (3) Drug 1: CC=C1C(=O)NC(C(=O)OC2CC(=O)NC(C(=O)NC(CSSCCC=C2)C(=O)N1)C(C)C)C(C)C. Drug 2: CN1C2=C(C=C(C=C2)N(CCCl)CCCl)N=C1CCCC(=O)O.Cl. Cell line: UO-31. Synergy scores: CSS=0.372, Synergy_ZIP=-0.953, Synergy_Bliss=-1.72, Synergy_Loewe=0.953, Synergy_HSA=-1.34.